From a dataset of Reaction yield outcomes from USPTO patents with 853,638 reactions. Predict the reaction yield, written as a fraction of the theoretical maximum amount of product (1.0 means a 100% yield; for example, 0.34 means a 34% yield). (1) The reactants are [N:1]12[CH2:8][CH2:7][CH:4]([CH2:5][CH2:6]1)[C@@H:3]([NH:9][CH2:10][CH2:11][CH2:12][N:13]1[C:21]3[C:16](=[CH:17][CH:18]=[CH:19][C:20]=3[C:22]([O-:24])=O)[CH:15]=[CH:14]1)[CH2:2]2.[Li+].C(N(CC)C(C)C)(C)C.CCCP1(OP(CCC)(=O)OP(CCC)(=O)O1)=O. The catalyst is CN(C=O)C. The product is [N:1]12[CH2:8][CH2:7][CH:4]([CH2:5][CH2:6]1)[C@@H:3]([N:9]1[CH2:10][CH2:11][CH2:12][N:13]3[C:21]4[C:16]([CH:15]=[CH:14]3)=[CH:17][CH:18]=[CH:19][C:20]=4[C:22]1=[O:24])[CH2:2]2. The yield is 0.240. (2) The reactants are [Br:1][C:2]1[CH:3]=[C:4]([CH:16]=[C:17]([Cl:19])[CH:18]=1)[O:5][NH:6][C:7](=[O:15])OC1C=CC=CC=1.[C:20]([NH2:29])([C:23]1[CH:28]=[CH:27][CH:26]=[CH:25][CH:24]=1)([CH3:22])[CH3:21].C(N(CC)CC)C. The catalyst is O1CCCC1. The product is [Br:1][C:2]1[CH:3]=[C:4]([CH:16]=[C:17]([Cl:19])[CH:18]=1)[O:5][NH:6][C:7]([NH:29][C:20]([C:23]1[CH:28]=[CH:27][CH:26]=[CH:25][CH:24]=1)([CH3:22])[CH3:21])=[O:15]. The yield is 0.860.